Dataset: Catalyst prediction with 721,799 reactions and 888 catalyst types from USPTO. Task: Predict which catalyst facilitates the given reaction. Reactant: Cl.[NH2:2][CH:3]1[CH2:8][CH2:7][N:6]([CH2:9][CH2:10][CH2:11][N:12]([CH2:16][CH2:17][OH:18])[CH2:13][CH2:14][OH:15])[CH2:5][CH2:4]1.C(N([CH:25]([CH3:27])[CH3:26])C(C)C)C.C(OC(OC(O[C:39]([CH3:42])([CH3:41])C)=O)=O)(C)(C)C.[C:43](Cl)(=[O:61])[CH2:44][CH2:45][CH2:46][CH2:47][CH2:48][CH2:49][CH2:50]/[CH:51]=[CH:52]\[CH2:53][CH2:54][CH2:55][CH2:56][CH2:57][CH2:58][CH2:59][CH3:60].Cl. Product: [NH2:2][CH:3]1[CH2:4][CH2:5][N:6]([CH2:9][CH2:10][CH2:11][N:12]([CH2:16][CH2:17][O:18][C:43](=[O:61])[CH2:44][CH2:45][CH2:46][CH2:47][CH2:48][CH2:49][CH2:50]/[CH:51]=[CH:52]\[CH2:53][CH2:54][CH2:42][CH2:39][CH2:41][CH2:27][CH2:25][CH3:26])[CH2:13][CH2:14][O:15][C:43](=[O:61])[CH2:44][CH2:45][CH2:46][CH2:47][CH2:48][CH2:49][CH2:50]/[CH:51]=[CH:52]\[CH2:53][CH2:54][CH2:55][CH2:56][CH2:57][CH2:58][CH2:59][CH3:60])[CH2:7][CH2:8]1. The catalyst class is: 4.